This data is from NCI-60 drug combinations with 297,098 pairs across 59 cell lines. The task is: Regression. Given two drug SMILES strings and cell line genomic features, predict the synergy score measuring deviation from expected non-interaction effect. (1) Drug 1: C1CN(CCN1C(=O)CCBr)C(=O)CCBr. Drug 2: C1CNP(=O)(OC1)N(CCCl)CCCl. Cell line: IGROV1. Synergy scores: CSS=9.29, Synergy_ZIP=-1.74, Synergy_Bliss=-0.448, Synergy_Loewe=-15.7, Synergy_HSA=-2.66. (2) Drug 1: CN(C)C(=N)N=C(N)N. Drug 2: CC1(CCCN1)C2=NC3=C(C=CC=C3N2)C(=O)N. Cell line: HCT116. Synergy scores: CSS=-0.871, Synergy_ZIP=-0.453, Synergy_Bliss=-2.69, Synergy_Loewe=-1.15, Synergy_HSA=-2.01. (3) Drug 1: CC12CCC3C(C1CCC2=O)CC(=C)C4=CC(=O)C=CC34C. Drug 2: C1=CC(=CC=C1C#N)C(C2=CC=C(C=C2)C#N)N3C=NC=N3. Cell line: HS 578T. Synergy scores: CSS=58.8, Synergy_ZIP=0.935, Synergy_Bliss=3.46, Synergy_Loewe=1.76, Synergy_HSA=1.46. (4) Drug 1: CCCCC(=O)OCC(=O)C1(CC(C2=C(C1)C(=C3C(=C2O)C(=O)C4=C(C3=O)C=CC=C4OC)O)OC5CC(C(C(O5)C)O)NC(=O)C(F)(F)F)O. Drug 2: CC1CCC2CC(C(=CC=CC=CC(CC(C(=O)C(C(C(=CC(C(=O)CC(OC(=O)C3CCCCN3C(=O)C(=O)C1(O2)O)C(C)CC4CCC(C(C4)OC)O)C)C)O)OC)C)C)C)OC. Cell line: OVCAR-4. Synergy scores: CSS=35.1, Synergy_ZIP=9.50, Synergy_Bliss=12.9, Synergy_Loewe=11.7, Synergy_HSA=13.2. (5) Drug 1: CS(=O)(=O)C1=CC(=C(C=C1)C(=O)NC2=CC(=C(C=C2)Cl)C3=CC=CC=N3)Cl. Drug 2: CCCCC(=O)OCC(=O)C1(CC(C2=C(C1)C(=C3C(=C2O)C(=O)C4=C(C3=O)C=CC=C4OC)O)OC5CC(C(C(O5)C)O)NC(=O)C(F)(F)F)O. Cell line: UO-31. Synergy scores: CSS=45.8, Synergy_ZIP=7.78, Synergy_Bliss=10.7, Synergy_Loewe=13.0, Synergy_HSA=13.0. (6) Cell line: SNB-19. Drug 1: C1=CN(C(=O)N=C1N)C2C(C(C(O2)CO)O)O.Cl. Synergy scores: CSS=37.5, Synergy_ZIP=0.562, Synergy_Bliss=1.86, Synergy_Loewe=1.04, Synergy_HSA=2.89. Drug 2: CS(=O)(=O)OCCCCOS(=O)(=O)C.